Dataset: Catalyst prediction with 721,799 reactions and 888 catalyst types from USPTO. Task: Predict which catalyst facilitates the given reaction. (1) Reactant: C([BH3-])#N.[Na+].[CH:5]([C:8]1[NH:9][C:10]2[C:15]([CH:16]=1)=[CH:14][CH:13]=[CH:12][CH:11]=2)([CH3:7])[CH3:6].O.[OH-].[Na+]. Product: [CH:5]([CH:8]1[CH2:16][C:15]2[C:10](=[CH:11][CH:12]=[CH:13][CH:14]=2)[NH:9]1)([CH3:7])[CH3:6]. The catalyst class is: 15. (2) Reactant: [CH3:1][O:2][C:3](=[O:15])[C@:4]([CH2:8][C:9]1[CH:14]=[CH:13][CH:12]=[CH:11][CH:10]=1)([CH2:6]O)[NH2:5].[N+:16]([C:19]1[CH:24]=[CH:23][CH:22]=[CH:21][C:20]=1[S:25](Cl)(=[O:27])=[O:26])([O-:18])=[O:17]. Product: [CH2:8]([C:4]1([C:3]([O:2][CH3:1])=[O:15])[CH2:6][N@@:5]1[S:25]([C:20]1[CH:21]=[CH:22][CH:23]=[CH:24][C:19]=1[N+:16]([O-:18])=[O:17])(=[O:26])=[O:27])[C:9]1[CH:14]=[CH:13][CH:12]=[CH:11][CH:10]=1. The catalyst class is: 10. (3) The catalyst class is: 12. Reactant: Cl[C:2]1[CH:7]=[C:6]([Cl:8])[N:5]=[C:4]([C:9]2[N:13]3[CH:14]=[CH:15][CH:16]=[CH:17][C:12]3=[N:11][CH:10]=2)[N:3]=1.[N:18]1[CH:23]=[CH:22][CH:21]=[C:20](B(O)O)[CH:19]=1.C(=O)([O-])[O-].[Cs+].[Cs+].ClCCl. Product: [Cl:8][C:6]1[CH:7]=[C:2]([C:20]2[CH:19]=[N:18][CH:23]=[CH:22][CH:21]=2)[N:3]=[C:4]([C:9]2[N:13]3[CH:14]=[CH:15][CH:16]=[CH:17][C:12]3=[N:11][CH:10]=2)[N:5]=1. (4) Reactant: C(=O)([O-])[O-].[Na+].[Na+].[CH3:7][C:8]([CH3:18])([CH3:17])[CH2:9][CH2:10][CH:11]1[CH2:15][CH2:14][CH2:13][C:12]1=O.Cl.[NH2:20][OH:21]. Product: [CH3:7][C:8]([CH3:18])([CH3:17])[CH2:9][CH2:10][CH:11]1[CH2:15][CH2:14][CH2:13][C:12]1=[N:20][OH:21]. The catalyst class is: 5.